This data is from KCNQ2 potassium channel screen with 302,405 compounds. The task is: Binary Classification. Given a drug SMILES string, predict its activity (active/inactive) in a high-throughput screening assay against a specified biological target. (1) The molecule is Clc1c(c2[nH]n3C(C(=C(N=c3n2)C)C(=O)N)c2c(OC)cccc2)cccc1. The result is 0 (inactive). (2) The compound is S(c1n(CC)c(nn1)COc1cc(OC)ccc1)CC(=O)Nc1cc(OC)ccc1. The result is 0 (inactive). (3) The drug is Fc1ccc(c2c3n(nc2)c(N)c(c2ccc(OC)cc2)cn3)cc1. The result is 0 (inactive). (4) The drug is o1c(c(C(=O)Nc2cc3CCCc3cc2)cc1)C. The result is 1 (active). (5) The drug is o1c2c(c3c1cccc3)cc(OC)c(NC(=O)Cc1c(OC)cccc1)c2. The result is 0 (inactive). (6) The molecule is S(=O)(=O)(N1CCC(CC1)C(=O)NCc1ccc(cc1)C)N1CCCC1. The result is 0 (inactive). (7) The molecule is Clc1ccc(S(=O)(=O)N2CCN(C3CC(=O)N(C3=O)CCc3ccccc3)CC2)cc1. The result is 0 (inactive). (8) The compound is S(CCn1nc(c2c(c1=O)cccc2)C(O)=O)c1c(F)cccc1. The result is 0 (inactive). (9) The compound is Fc1cc(NC(=O)NCCCCc2ccccc2)ccc1. The result is 1 (active).